From a dataset of Forward reaction prediction with 1.9M reactions from USPTO patents (1976-2016). Predict the product of the given reaction. (1) Given the reactants [CH3:1][O:2][C:3](=[O:16])[CH:4]=[C:5]1[CH2:8][N:7]([C:9]([O:11][C:12]([CH3:15])([CH3:14])[CH3:13])=[O:10])[CH2:6]1.[NH3:17], predict the reaction product. The product is: [NH2:17][C:5]1([CH2:4][C:3]([O:2][CH3:1])=[O:16])[CH2:8][N:7]([C:9]([O:11][C:12]([CH3:13])([CH3:15])[CH3:14])=[O:10])[CH2:6]1. (2) Given the reactants [NH:1]1[CH2:4][CH:3]([C:5]([OH:7])=[O:6])[CH2:2]1.[Cl:8][Si](C)(C)[CH3:10], predict the reaction product. The product is: [ClH:8].[CH3:10][O:6][C:5]([CH:3]1[CH2:4][NH:1][CH2:2]1)=[O:7]. (3) Given the reactants [CH:1]1([CH2:6][C@H:7]([N:11]2[CH2:19][C:18]3[C:13](=[CH:14][CH:15]=[CH:16][C:17]=3[C:20]([F:23])([F:22])[F:21])[C:12]2=[O:24])[C:8](O)=[O:9])[CH2:5][CH2:4][CH2:3][CH2:2]1.C(Cl)(=O)C(Cl)=O.[CH3:31][O:32][C:33]([CH3:42])([CH3:41])[CH2:34][N:35]1[CH:39]=[CH:38][C:37]([NH2:40])=[N:36]1.N1C(C)=CC=CC=1C, predict the reaction product. The product is: [CH:1]1([CH2:6][C@H:7]([N:11]2[CH2:19][C:18]3[C:13](=[CH:14][CH:15]=[CH:16][C:17]=3[C:20]([F:21])([F:23])[F:22])[C:12]2=[O:24])[C:8]([NH:40][C:37]2[CH:38]=[CH:39][N:35]([CH2:34][C:33]([O:32][CH3:31])([CH3:41])[CH3:42])[N:36]=2)=[O:9])[CH2:2][CH2:3][CH2:4][CH2:5]1. (4) Given the reactants [N:1]1[C:10]2[C:5](=[CH:6][CH:7]=[CH:8][CH:9]=2)[CH:4]=[CH:3][C:2]=1[CH2:11][O:12][C:13]1[CH:51]=[CH:50][C:16]2[N:17]([CH2:30][C:31]3[CH:36]=[CH:35][CH:34]=[C:33]([C:37]4[N:41](COCC[Si](C)(C)C)[N:40]=[CH:39][CH:38]=4)[CH:32]=3)[C:18]([CH2:20][C:21]3([C:26]([O:28]C)=[O:27])[CH2:25][CH2:24][CH2:23][CH2:22]3)=[N:19][C:15]=2[CH:14]=1.CCCC[N+](CCCC)(CCCC)CCCC.[F-], predict the reaction product. The product is: [NH:41]1[C:37]([C:33]2[CH:32]=[C:31]([CH:36]=[CH:35][CH:34]=2)[CH2:30][N:17]2[C:16]3[CH:50]=[CH:51][C:13]([O:12][CH2:11][C:2]4[CH:3]=[CH:4][C:5]5[C:10](=[CH:9][CH:8]=[CH:7][CH:6]=5)[N:1]=4)=[CH:14][C:15]=3[N:19]=[C:18]2[CH2:20][C:21]2([C:26]([OH:28])=[O:27])[CH2:25][CH2:24][CH2:23][CH2:22]2)=[CH:38][CH:39]=[N:40]1. (5) Given the reactants [Cl:1][C:2]1[CH:9]=[CH:8][C:5]([CH:6]=O)=[CH:4][CH:3]=1.Cl.[S:11]([C:15]1[CH:20]=[CH:19][C:18]([NH:21][NH2:22])=[CH:17][CH:16]=1)(=[O:14])(=[O:13])[NH2:12], predict the reaction product. The product is: [S:11]([C:15]1[CH:16]=[CH:17][C:18]([NH:21][N:22]=[CH:6][C:5]2[CH:8]=[CH:9][C:2]([Cl:1])=[CH:3][CH:4]=2)=[CH:19][CH:20]=1)(=[O:14])(=[O:13])[NH2:12]. (6) Given the reactants [CH2:1]([C:4]1[C:8]([CH2:9][CH2:10][CH2:11][OH:12])=[CH:7][N:6]([C:13]2[CH:18]=[CH:17][C:16]([C:19]([F:22])([F:21])[F:20])=[CH:15][N:14]=2)[N:5]=1)[CH2:2][CH3:3].[C:23]([C:25]1[C:26](O)=[C:27]([CH2:31][C:32]([O:34][CH3:35])=[O:33])[CH:28]=[CH:29][CH:30]=1)#[N:24].C(P(CCCC)CCCC)CCC.N(C(N1CCCCC1)=O)=NC(N1CCCCC1)=O, predict the reaction product. The product is: [C:23]([C:25]1[C:26]([O:12][CH2:11][CH2:10][CH2:9][C:8]2[C:4]([CH2:1][CH2:2][CH3:3])=[N:5][N:6]([C:13]3[CH:18]=[CH:17][C:16]([C:19]([F:21])([F:20])[F:22])=[CH:15][N:14]=3)[CH:7]=2)=[C:27]([CH2:31][C:32]([O:34][CH3:35])=[O:33])[CH:28]=[CH:29][CH:30]=1)#[N:24]. (7) Given the reactants [Cl:1][C:2]1[CH:11]=[CH:10][C:9]([C:12]2[C:13]3[N:22]=[C:21]([N:23]4[CH2:28][CH2:27][O:26][CH2:25][CH2:24]4)[S:20][C:14]=3[C:15](=[O:19])[NH:16][CH2:17][CH:18]=2)=[CH:8][C:3]=1[C:4]([O:6][CH3:7])=[O:5].[H][H], predict the reaction product. The product is: [Cl:1][C:2]1[CH:11]=[CH:10][C:9]([CH:12]2[CH2:18][CH2:17][NH:16][C:15](=[O:19])[C:14]3[S:20][C:21]([N:23]4[CH2:28][CH2:27][O:26][CH2:25][CH2:24]4)=[N:22][C:13]2=3)=[CH:8][C:3]=1[C:4]([O:6][CH3:7])=[O:5]. (8) Given the reactants C[Si](C)(C)N[Si](C)(C)C.[Na].[Cl:11][C:12]1[C:17]([NH2:18])=[C:16]2[O:19][CH2:20][O:21][C:15]2=[CH:14][CH:13]=1.Cl[C:23]1[C:32]2[C:27](=[CH:28][C:29]([O:35][CH2:36][CH2:37][CH2:38][Cl:39])=[C:30]([O:33][CH3:34])[CH:31]=2)[N:26]=[CH:25][C:24]=1[C:40]#[N:41], predict the reaction product. The product is: [Cl:11][C:12]1[C:17]([NH:18][C:23]2[C:32]3[C:27](=[CH:28][C:29]([O:35][CH2:36][CH2:37][CH2:38][Cl:39])=[C:30]([O:33][CH3:34])[CH:31]=3)[N:26]=[CH:25][C:24]=2[C:40]#[N:41])=[C:16]2[O:19][CH2:20][O:21][C:15]2=[CH:14][CH:13]=1. (9) Given the reactants Cl[C:2]1[N:7]=[N:6][C:5]2[C:8]3[CH:16]=[CH:15][CH:14]=[CH:13][C:9]=3[CH2:10][CH2:11][CH2:12][C:4]=2[CH:3]=1.[NH2:17][NH2:18], predict the reaction product. The product is: [NH:17]([C:2]1[N:7]=[N:6][C:5]2[C:8]3[CH:16]=[CH:15][CH:14]=[CH:13][C:9]=3[CH2:10][CH2:11][CH2:12][C:4]=2[CH:3]=1)[NH2:18]. (10) The product is: [C:1]([C:4]1[C:9]([C:10]2[CH:15]=[CH:14][CH:13]=[CH:12][CH:11]=2)=[N:8][N:7]([CH2:16][CH3:17])[C:6](=[O:18])[C:5]=1[NH:19][C:26]1[CH:27]=[CH:28][CH:29]=[C:30]2[C:25]=1[N:24]=[C:23]([CH3:22])[CH:32]=[CH:31]2)(=[O:3])[CH3:2]. Given the reactants [C:1]([C:4]1[C:9]([C:10]2[CH:15]=[CH:14][CH:13]=[CH:12][CH:11]=2)=[N:8][N:7]([CH2:16][CH3:17])[C:6](=[O:18])[C:5]=1[N+:19]([O-])=O)(=[O:3])[CH3:2].[CH3:22][C:23]1[CH:32]=[CH:31][C:30]2[C:25](=[C:26](N)[CH:27]=[CH:28][CH:29]=2)[N:24]=1, predict the reaction product.